This data is from Full USPTO retrosynthesis dataset with 1.9M reactions from patents (1976-2016). The task is: Predict the reactants needed to synthesize the given product. (1) Given the product [Cl:38][C:3]1[CH:4]=[C:5]([C:8]2[O:12][N:11]=[C:10]([C:13]3[CH:14]=[CH:15][C:16]4[O:20][C:19]([C:21]5([NH:29][C:30](=[O:36])[O:31][C:32]([CH3:35])([CH3:34])[CH3:33])[CH2:26][O:25][C:24]([CH3:28])([CH3:27])[O:23][CH2:22]5)=[CH:18][C:17]=4[CH:37]=3)[N:9]=2)[CH:6]=[CH:7][C:2]=1[C:41]1[CH:42]=[CH:43][S:39][CH:40]=1, predict the reactants needed to synthesize it. The reactants are: Br[C:2]1[CH:7]=[CH:6][C:5]([C:8]2[O:12][N:11]=[C:10]([C:13]3[CH:14]=[CH:15][C:16]4[O:20][C:19]([C:21]5([NH:29][C:30](=[O:36])[O:31][C:32]([CH3:35])([CH3:34])[CH3:33])[CH2:26][O:25][C:24]([CH3:28])([CH3:27])[O:23][CH2:22]5)=[CH:18][C:17]=4[CH:37]=3)[N:9]=2)=[CH:4][C:3]=1[Cl:38].[S:39]1[CH:43]=[CH:42][C:41](B(O)O)=[CH:40]1.C([O-])(O)=O.[Na+]. (2) Given the product [C:15]([CH2:17][O:18][C:19]1[CH:24]=[CH:23][C:22]([C:2]2[N:6]3[CH:7]=[C:8]([C:11]([O:13][CH3:14])=[O:12])[N:9]=[CH:10][C:5]3=[N:4][CH:3]=2)=[CH:21][CH:20]=1)#[N:16], predict the reactants needed to synthesize it. The reactants are: Br[C:2]1[N:6]2[CH:7]=[C:8]([C:11]([O:13][CH3:14])=[O:12])[N:9]=[CH:10][C:5]2=[N:4][CH:3]=1.[C:15]([CH2:17][O:18][C:19]1[CH:24]=[CH:23][C:22](B(O)O)=[CH:21][CH:20]=1)#[N:16].OP([O-])([O-])=O.[K+].[K+]. (3) Given the product [CH3:28][C:26]1[CH:27]=[C:23]([N:6]2[CH2:7][C@H:8]([S:10]([C:13]3[CH:18]=[CH:17][CH:16]=[CH:15][C:14]=3[C:19]([F:21])([F:20])[F:22])(=[O:12])=[O:11])[CH2:9][C@H:5]2[C:3]([OH:4])=[O:2])[N:24]([CH2:29][C:30]([F:31])([F:33])[F:32])[N:25]=1, predict the reactants needed to synthesize it. The reactants are: C[O:2][C:3]([C@@H:5]1[CH2:9][C@@H:8]([S:10]([C:13]2[CH:18]=[CH:17][CH:16]=[CH:15][C:14]=2[C:19]([F:22])([F:21])[F:20])(=[O:12])=[O:11])[CH2:7][N:6]1[C:23]1[N:24]([CH2:29][C:30]([F:33])([F:32])[F:31])[N:25]=[C:26]([CH3:28])[CH:27]=1)=[O:4].[OH-].[Li+]. (4) The reactants are: [F:1][C:2]1[CH:9]=[CH:8][C:5]([C:6]#[N:7])=[CH:4][CH:3]=1.[NH2:10][OH:11].Cl.[OH-].[Na+].CCOC(C)=O.CCCCCC. Given the product [F:1][C:2]1[CH:9]=[CH:8][C:5]([C:6](=[N:10][OH:11])[NH2:7])=[CH:4][CH:3]=1, predict the reactants needed to synthesize it. (5) Given the product [Cl:1][C:2]1[C:3]([C:25]2[C:30]([Cl:31])=[CH:29][N:28]=[C:27]([F:32])[CH:26]=2)=[N:4][C:5]([NH:8][CH2:16][CH:17]2[CH2:22][CH2:21][O:20][C:19]([CH3:23])([CH3:24])[CH2:18]2)=[CH:6][CH:7]=1, predict the reactants needed to synthesize it. The reactants are: [Cl:1][C:2]1[C:3]([C:25]2[C:30]([Cl:31])=[CH:29][N:28]=[C:27]([F:32])[CH:26]=2)=[N:4][C:5]([N:8]([CH2:16][CH:17]2[CH2:22][CH2:21][O:20][C:19]([CH3:24])([CH3:23])[CH2:18]2)C(=O)OC(C)(C)C)=[CH:6][CH:7]=1.C(O)(C(F)(F)F)=O. (6) Given the product [CH2:20]([O:19][C:16]1[N:15]=[N:14][C:13]([CH2:12][CH2:11][C:8]2[S:9][CH:10]=[C:6]([CH2:4][OH:3])[N:7]=2)=[CH:18][CH:17]=1)[C:21]1[CH:22]=[CH:23][CH:24]=[CH:25][CH:26]=1, predict the reactants needed to synthesize it. The reactants are: C([O:3][C:4]([C:6]1[N:7]=[C:8]([CH2:11][CH2:12][C:13]2[N:14]=[N:15][C:16]([O:19][CH2:20][C:21]3[CH:26]=[CH:25][CH:24]=[CH:23][CH:22]=3)=[CH:17][CH:18]=2)[S:9][CH:10]=1)=O)C.[H-].[Al+3].[Li+].[H-].[H-].[H-].O.